Dataset: NCI-60 drug combinations with 297,098 pairs across 59 cell lines. Task: Regression. Given two drug SMILES strings and cell line genomic features, predict the synergy score measuring deviation from expected non-interaction effect. Drug 1: C1=C(C(=O)NC(=O)N1)F. Drug 2: C1=CN(C=N1)CC(O)(P(=O)(O)O)P(=O)(O)O. Cell line: MDA-MB-435. Synergy scores: CSS=33.5, Synergy_ZIP=10.3, Synergy_Bliss=8.92, Synergy_Loewe=4.32, Synergy_HSA=7.59.